This data is from NCI-60 drug combinations with 297,098 pairs across 59 cell lines. The task is: Regression. Given two drug SMILES strings and cell line genomic features, predict the synergy score measuring deviation from expected non-interaction effect. (1) Drug 1: CC(C1=C(C=CC(=C1Cl)F)Cl)OC2=C(N=CC(=C2)C3=CN(N=C3)C4CCNCC4)N. Drug 2: CNC(=O)C1=CC=CC=C1SC2=CC3=C(C=C2)C(=NN3)C=CC4=CC=CC=N4. Cell line: OVCAR3. Synergy scores: CSS=2.25, Synergy_ZIP=5.42, Synergy_Bliss=10.1, Synergy_Loewe=7.05, Synergy_HSA=5.51. (2) Drug 1: C1=CC(=CC=C1CC(C(=O)O)N)N(CCCl)CCCl.Cl. Drug 2: C1CCC(C(C1)N)N.C(=O)(C(=O)[O-])[O-].[Pt+4]. Cell line: UACC-257. Synergy scores: CSS=0.391, Synergy_ZIP=0.861, Synergy_Bliss=0.504, Synergy_Loewe=-4.04, Synergy_HSA=-3.61. (3) Drug 1: CCC1(CC2CC(C3=C(CCN(C2)C1)C4=CC=CC=C4N3)(C5=C(C=C6C(=C5)C78CCN9C7C(C=CC9)(C(C(C8N6C)(C(=O)OC)O)OC(=O)C)CC)OC)C(=O)OC)O.OS(=O)(=O)O. Drug 2: CC=C1C(=O)NC(C(=O)OC2CC(=O)NC(C(=O)NC(CSSCCC=C2)C(=O)N1)C(C)C)C(C)C. Cell line: SW-620. Synergy scores: CSS=9.54, Synergy_ZIP=1.41, Synergy_Bliss=0.241, Synergy_Loewe=-15.8, Synergy_HSA=-0.862. (4) Drug 1: CC(C1=C(C=CC(=C1Cl)F)Cl)OC2=C(N=CC(=C2)C3=CN(N=C3)C4CCNCC4)N. Drug 2: C1=CC=C(C(=C1)C(C2=CC=C(C=C2)Cl)C(Cl)Cl)Cl. Cell line: NCI-H226. Synergy scores: CSS=9.89, Synergy_ZIP=-0.156, Synergy_Bliss=6.70, Synergy_Loewe=1.21, Synergy_HSA=5.80. (5) Drug 1: C1C(C(OC1N2C=NC3=C(N=C(N=C32)Cl)N)CO)O. Drug 2: CN1C(=O)N2C=NC(=C2N=N1)C(=O)N. Cell line: MDA-MB-231. Synergy scores: CSS=30.4, Synergy_ZIP=3.45, Synergy_Bliss=7.61, Synergy_Loewe=-21.4, Synergy_HSA=0.801.